This data is from Catalyst prediction with 721,799 reactions and 888 catalyst types from USPTO. The task is: Predict which catalyst facilitates the given reaction. (1) Reactant: [CH2:1]([O:5][CH2:6][CH2:7][O:8][C:9]1[CH:14]=[CH:13][C:12]([C:15]2[CH:16]=[C:17]3[C:21]4=[C:22]([CH:24]=[C:25]([C:29]([O:31]C)=[O:30])[CH2:26][CH2:27][CH2:28][N:20]4[CH2:19][CH2:18]3)[CH:23]=2)=[CH:11][CH:10]=1)[CH2:2][CH2:3][CH3:4].[OH-].[Na+].Cl. Product: [CH2:1]([O:5][CH2:6][CH2:7][O:8][C:9]1[CH:14]=[CH:13][C:12]([C:15]2[CH:16]=[C:17]3[C:21]4=[C:22]([CH:24]=[C:25]([C:29]([OH:31])=[O:30])[CH2:26][CH2:27][CH2:28][N:20]4[CH2:19][CH2:18]3)[CH:23]=2)=[CH:11][CH:10]=1)[CH2:2][CH2:3][CH3:4]. The catalyst class is: 353. (2) The catalyst class is: 2. Product: [F:18][C:19]([F:30])([F:29])[C:20]([NH:6][C:5]1[CH:7]=[CH:8][CH:9]=[C:3]([C:2]([F:10])([F:11])[F:1])[CH:4]=1)=[O:21]. Reactant: [F:1][C:2]([F:11])([F:10])[C:3]1[CH:4]=[C:5]([CH:7]=[CH:8][CH:9]=1)[NH2:6].N1C=CC=CC=1.[F:18][C:19]([F:30])([F:29])[C:20](O[C:20](=[O:21])[C:19]([F:30])([F:29])[F:18])=[O:21]. (3) Reactant: [CH3:1][C:2]1[N:3]([C@H:8]2[CH2:12][C@@:11]([CH2:17][CH3:18])([C:13]([O:15]C)=[O:14])[CH:10]=[CH:9]2)[C:4]([CH3:7])=[CH:5][CH:6]=1.[OH-].[Na+]. Product: [CH3:7][C:4]1[N:3]([C@H:8]2[CH2:12][C@@:11]([CH2:17][CH3:18])([C:13]([OH:15])=[O:14])[CH:10]=[CH:9]2)[C:2]([CH3:1])=[CH:6][CH:5]=1. The catalyst class is: 5. (4) Reactant: [CH:1]1([C:4]2[C:5](=[O:11])[CH2:6][CH2:7][C:8]=2[O:9]C)[CH2:3][CH2:2]1.Cl. Product: [CH:1]1([C:4]2[C:8](=[O:9])[CH2:7][CH2:6][C:5]=2[OH:11])[CH2:3][CH2:2]1. The catalyst class is: 5. (5) The catalyst class is: 75. Product: [O:14]1[CH2:15][CH2:16][CH:11]([O:10][C:5]2[CH:4]=[CH:3][C:2]([B:17]3[O:21][C:20]([CH3:23])([CH3:22])[C:19]([CH3:25])([CH3:24])[O:18]3)=[CH:9][C:6]=2[C:7]#[N:8])[CH2:12][CH2:13]1. Reactant: Br[C:2]1[CH:3]=[CH:4][C:5]([O:10][CH:11]2[CH2:16][CH2:15][O:14][CH2:13][CH2:12]2)=[C:6]([CH:9]=1)[C:7]#[N:8].[B:17]1([B:17]2[O:21][C:20]([CH3:23])([CH3:22])[C:19]([CH3:25])([CH3:24])[O:18]2)[O:21][C:20]([CH3:23])([CH3:22])[C:19]([CH3:25])([CH3:24])[O:18]1.C([O-])(=O)C.[K+]. (6) The catalyst class is: 21. Product: [CH3:1][O:2][C:3]1[CH:9]=[CH:8][C:7]([O:10][CH3:11])=[CH:6][C:4]=1[N:5]1[C:15](=[O:16])[C:14]2[C:13](=[CH:21][CH:20]=[CH:19][CH:18]=2)[C:12]1=[O:17]. Reactant: [CH3:1][O:2][C:3]1[CH:9]=[CH:8][C:7]([O:10][CH3:11])=[CH:6][C:4]=1[NH2:5].[C:12]1(=O)[O:17][C:15](=[O:16])[C:14]2=[CH:18][CH:19]=[CH:20][CH:21]=[C:13]12. (7) Product: [C:1]([O:5][C:6]([NH:8][CH2:9][C:10]1[CH:11]=[CH:12][C:13]([NH:16][C:17]2[S:18][C:19]([S:22][C:23]3[CH:28]=[CH:27][N:26]=[C:25]([C:29]([OH:31])=[O:30])[C:24]=3[F:33])=[CH:20][N:21]=2)=[N:14][CH:15]=1)=[O:7])([CH3:4])([CH3:2])[CH3:3]. Reactant: [C:1]([O:5][C:6]([NH:8][CH2:9][C:10]1[CH:11]=[CH:12][C:13]([NH:16][C:17]2[S:18][C:19]([S:22][C:23]3[CH:28]=[CH:27][N:26]=[C:25]([C:29]([O:31]C)=[O:30])[C:24]=3[F:33])=[CH:20][N:21]=2)=[N:14][CH:15]=1)=[O:7])([CH3:4])([CH3:3])[CH3:2].[OH-].[Na+].Cl.O. The catalyst class is: 7. (8) Reactant: [CH2:1]([O:8][C@@H:9]1[C@@H:14]([O:15][CH2:16][C:17]2[CH:22]=[CH:21][CH:20]=[CH:19][CH:18]=2)[C@H:13]([O:23][CH2:24][C:25]2[CH:30]=[CH:29][CH:28]=[CH:27][CH:26]=2)[C@@H:12]([CH2:31][O:32][Si](C(C)(C)C)(C)C)[O:11][C@H:10]1[N:40]1[C:48]2[C:43](=[CH:44][CH:45]=[C:46]([CH3:49])[CH:47]=2)[C:42]([CH2:50][C:51]2[CH:56]=[CH:55][C:54]([O:57][CH3:58])=[CH:53][CH:52]=2)=[CH:41]1)[C:2]1[CH:7]=[CH:6][CH:5]=[CH:4][CH:3]=1.[F-].C([N+](CCCC)(CCCC)CCCC)CCC.O. Product: [CH2:1]([O:8][C@@H:9]1[C@@H:14]([O:15][CH2:16][C:17]2[CH:18]=[CH:19][CH:20]=[CH:21][CH:22]=2)[C@H:13]([O:23][CH2:24][C:25]2[CH:30]=[CH:29][CH:28]=[CH:27][CH:26]=2)[C@@H:12]([CH2:31][OH:32])[O:11][C@H:10]1[N:40]1[C:48]2[C:43](=[CH:44][CH:45]=[C:46]([CH3:49])[CH:47]=2)[C:42]([CH2:50][C:51]2[CH:56]=[CH:55][C:54]([O:57][CH3:58])=[CH:53][CH:52]=2)=[CH:41]1)[C:2]1[CH:7]=[CH:6][CH:5]=[CH:4][CH:3]=1. The catalyst class is: 7. (9) Reactant: C1C(=O)N([I:8])C(=O)C1.[CH2:9]1[O:17][C:16]2[CH:15]=[CH:14][C:13]([CH3:18])=[CH:12][C:11]=2[O:10]1.C(O)(C(F)(F)F)=O. Product: [I:8][C:14]1[C:13]([CH3:18])=[CH:12][C:11]2[O:10][CH2:9][O:17][C:16]=2[CH:15]=1. The catalyst class is: 23.